From a dataset of Reaction yield outcomes from USPTO patents with 853,638 reactions. Predict the reaction yield, written as a fraction of the theoretical maximum amount of product (1.0 means a 100% yield; for example, 0.34 means a 34% yield). (1) The catalyst is C1C=CC=CC=1. The yield is 0.950. The product is [ClH:1].[ClH:1].[C:15]([S:16][C:8]([C:5]1[S:4][C:3]([C:11]([S:16][C:15](=[NH:14])[NH2:17])=[O:12])=[C:2]([Cl:1])[C:6]=1[Cl:7])=[O:9])(=[NH:17])[NH2:14]. The reactants are [Cl:1][C:2]1[C:6]([Cl:7])=[C:5]([C:8](Cl)=[O:9])[S:4][C:3]=1[C:11](Cl)=[O:12].[NH2:14][C:15]([NH2:17])=[S:16]. (2) The yield is 0.954. The catalyst is C1COCC1.CO.O. The reactants are C[O:2][C:3]([C:5]1[C:10](C)=[C:9]([NH:12][CH2:13][C:14]2[CH:19]=[CH:18][C:17]([F:20])=[CH:16][C:15]=2[F:21])[N:8]=[C:7]([C:22]2[CH:23]=[N:24][CH:25]=[C:26]([C:28]([F:31])([F:30])[F:29])[CH:27]=2)[N:6]=1)=[O:4].[Li+].[OH-]. The product is [F:21][C:15]1[CH:16]=[C:17]([F:20])[CH:18]=[CH:19][C:14]=1[CH2:13][NH:12][C:9]1[N:8]=[C:7]([C:22]2[CH:23]=[N:24][CH:25]=[C:26]([C:28]([F:31])([F:29])[F:30])[CH:27]=2)[N:6]=[C:5]([C:3]([OH:4])=[O:2])[CH:10]=1. (3) The reactants are Cl.FC1C=C(C=CC=1)CN1C=C(C2C3C(=NC=C(C4C=CC(C5CCNCC5)=CC=4)C=3)N(S(C3C=CC(C)=CC=3)(=O)=O)C=2)C=N1.[CH3:46][C:47]1[CH:48]=[C:49]([CH:91]=[CH:92][CH:93]=1)[CH2:50][N:51]1[CH:55]=[C:54]([C:56]2[C:64]3[C:59](=[N:60][CH:61]=[C:62]([C:65]4[CH:70]=[CH:69][C:68]([N:71]5[CH2:76][CH2:75][N:74]([CH2:77][C@@H:78]([OH:80])[CH3:79])[CH2:73][CH2:72]5)=[CH:67][CH:66]=4)[CH:63]=3)[N:58](S(C3C=CC(C)=CC=3)(=O)=O)[CH:57]=2)[CH:53]=[N:52]1.[OH-].[Li+]. The catalyst is C1COCC1.CO.O. The product is [CH3:46][C:47]1[CH:48]=[C:49]([CH:91]=[CH:92][CH:93]=1)[CH2:50][N:51]1[CH:55]=[C:54]([C:56]2[C:64]3[C:59](=[N:60][CH:61]=[C:62]([C:65]4[CH:66]=[CH:67][C:68]([N:71]5[CH2:72][CH2:73][N:74]([CH2:77][C@@H:78]([OH:80])[CH3:79])[CH2:75][CH2:76]5)=[CH:69][CH:70]=4)[CH:63]=3)[NH:58][CH:57]=2)[CH:53]=[N:52]1. The yield is 0.351. (4) The reactants are C([O:5][C:6]([CH2:8][CH2:9][CH2:10][CH2:11][N:12]1[C:18]2[CH:19]=[CH:20][C:21]([C:23]([OH:25])=O)=[CH:22][C:17]=2[C:16](=[O:26])[N:15]([C@@H:27]([C:29]2[CH:34]=[CH:33][C:32]([Cl:35])=[CH:31][CH:30]=2)[CH3:28])[C@@H:14]([C:36]2[CH:41]=[CH:40][C:39]([Cl:42])=[CH:38][CH:37]=2)[C:13]1=[O:43])=[O:7])(C)(C)C.F[P-](F)(F)(F)(F)F.[N:51]1(OC(N(C)C)=[N+](C)C)C2N=CC=CC=2N=N1.C1C=CC2N(O)N=NC=2C=1.[Cl-].[NH4+].[Na].[OH-].[Na+]. The catalyst is CN(C=O)C.ClCCl.C(O)(C(F)(F)F)=O.CCO. The product is [NH2:51][C:23]([C:21]1[CH:20]=[CH:19][C:18]2[N:12]([CH2:11][CH2:10][CH2:9][CH2:8][C:6]([OH:5])=[O:7])[C:13](=[O:43])[C@H:14]([C:36]3[CH:41]=[CH:40][C:39]([Cl:42])=[CH:38][CH:37]=3)[N:15]([C@@H:27]([C:29]3[CH:34]=[CH:33][C:32]([Cl:35])=[CH:31][CH:30]=3)[CH3:28])[C:16](=[O:26])[C:17]=2[CH:22]=1)=[O:25]. The yield is 0.620. (5) The reactants are [CH2:1]([O:3][C:4](=[O:14])[CH2:5][C:6]([CH:8]1[CH2:13][CH2:12][CH2:11][CH2:10][CH2:9]1)=O)[CH3:2].[H-].[Na+].Br.Br[CH2:19][C:20]([C:22]1[CH:27]=[CH:26][N:25]=[CH:24][CH:23]=1)=O.C([O-])(=O)C.[NH4+:32]. The catalyst is C1COCC1. The product is [CH2:1]([O:3][C:4]([C:5]1[CH:19]=[C:20]([C:22]2[CH:27]=[CH:26][N:25]=[CH:24][CH:23]=2)[NH:32][C:6]=1[CH:8]1[CH2:13][CH2:12][CH2:11][CH2:10][CH2:9]1)=[O:14])[CH3:2]. The yield is 0.430. (6) The reactants are [C:1]([O:5][C:6]([N:8]1[CH2:13][CH2:12][O:11][CH:10]([C:14]2[CH:19]=[CH:18][C:17]([NH:20][C:21]3[N:26]=[C:25]([CH2:27][CH2:28][C:29]4[CH:34]=[CH:33][CH:32]=[CH:31][C:30]=4[CH2:35][C:36](O)=[O:37])[C:24]([C:39]([F:42])([F:41])[F:40])=[CH:23][N:22]=3)=[CH:16][CH:15]=2)[CH2:9]1)=[O:7])([CH3:4])([CH3:3])[CH3:2].C(=O)([O-])[O-].[NH4+].[NH4+].C[N:50](C(ON1N=NC2C=CC=NC1=2)=[N+](C)C)C.F[P-](F)(F)(F)(F)F.CCN(C(C)C)C(C)C. The catalyst is CN(C=O)C.[Cl-].[Na+].O.O. The product is [NH2:50][C:36](=[O:37])[CH2:35][C:30]1[CH:31]=[CH:32][CH:33]=[CH:34][C:29]=1[CH2:28][CH2:27][C:25]1[C:24]([C:39]([F:42])([F:41])[F:40])=[CH:23][N:22]=[C:21]([NH:20][C:17]2[CH:16]=[CH:15][C:14]([CH:10]3[O:11][CH2:12][CH2:13][N:8]([C:6]([O:5][C:1]([CH3:4])([CH3:2])[CH3:3])=[O:7])[CH2:9]3)=[CH:19][CH:18]=2)[N:26]=1. The yield is 0.600. (7) The reactants are C(OC([C:8]1([CH2:11][CH2:12][N:13]([CH2:22][C:23]2[CH:28]=[CH:27][CH:26]=[CH:25][CH:24]=2)[CH2:14][C:15](OC(C)(C)C)=[O:16])[CH2:10][CH2:9]1)=O)(C)(C)C.C[Si](C)(C)[N-][Si](C)(C)C.[Li+].[Li].C(OC(C1N(CC2C=CC=CC=2)CCC2(CC2)C=1O)=O)(C)(C)C.S(=O)(=O)(O)O.[OH-].[Na+].C(=O)([O-])O.[Na+].[ClH:75]. The catalyst is O1CCCC1.C(OCC)(=O)C. The product is [ClH:75].[CH2:22]([N:13]1[CH2:12][CH2:11][C:8]2([CH2:10][CH2:9]2)[C:15](=[O:16])[CH2:14]1)[C:23]1[CH:28]=[CH:27][CH:26]=[CH:25][CH:24]=1. The yield is 0.740.